This data is from Reaction yield outcomes from USPTO patents with 853,638 reactions. The task is: Predict the reaction yield, written as a fraction of the theoretical maximum amount of product (1.0 means a 100% yield; for example, 0.34 means a 34% yield). (1) The reactants are N1([C:6](N2C=CN=C2)=[O:7])C=CN=C1.[CH:13]1([CH2:18][OH:19])[CH2:17][CH2:16][CH2:15][CH2:14]1.[CH3:20][S:21]([C:24]1[CH:29]=[CH:28][C:27]([N:30]2[C:34]3=[N:35][CH:36]=[N:37][C:38]([O:39][CH:40]4[CH2:45][CH2:44][NH:43][CH2:42][CH2:41]4)=[C:33]3[CH:32]=[N:31]2)=[CH:26][CH:25]=1)(=[O:23])=[O:22].C(N(CC)CC)C. The catalyst is CS(C)=O. The product is [CH:13]1([CH2:18][O:19][C:6]([N:43]2[CH2:44][CH2:45][CH:40]([O:39][C:38]3[N:37]=[CH:36][N:35]=[C:34]4[N:30]([C:27]5[CH:28]=[CH:29][C:24]([S:21]([CH3:20])(=[O:22])=[O:23])=[CH:25][CH:26]=5)[N:31]=[CH:32][C:33]=34)[CH2:41][CH2:42]2)=[O:7])[CH2:17][CH2:16][CH2:15][CH2:14]1. The yield is 0.290. (2) The reactants are [F:1][C:2]1[CH:7]=[CH:6][C:5]([C:8]2[S:9][C:10]([CH:13]([OH:15])[CH3:14])=[CH:11][N:12]=2)=[CH:4][CH:3]=1.CC(OI1(OC(C)=O)(OC(C)=O)OC(=O)C2C=CC=CC1=2)=O. The catalyst is ClCCl. The product is [F:1][C:2]1[CH:3]=[CH:4][C:5]([C:8]2[S:9][C:10]([C:13](=[O:15])[CH3:14])=[CH:11][N:12]=2)=[CH:6][CH:7]=1. The yield is 0.830. (3) The reactants are Br[C:2]1[CH:3]=[CH:4][C:5]([N+:8]([O-:10])=[O:9])=[N:6][CH:7]=1.C([O-])([O-])=O.[Cs+].[Cs+].[Cl:17][C:18]1[CH:23]=[C:22]([OH:24])[CH:21]=[CH:20][N:19]=1. The catalyst is CN(C=O)C. The product is [Cl:17][C:18]1[CH:23]=[C:22]([O:24][C:2]2[CH:7]=[N:6][C:5]([N+:8]([O-:10])=[O:9])=[CH:4][CH:3]=2)[CH:21]=[CH:20][N:19]=1. The yield is 0.330.